The task is: Predict the reactants needed to synthesize the given product.. This data is from Full USPTO retrosynthesis dataset with 1.9M reactions from patents (1976-2016). (1) Given the product [N:8]1[C:9]2[C:14](=[CH:13][CH:12]=[CH:11][CH:10]=2)[CH:15]=[C:6]([NH:5][C:34]([C:21]2[N:22]([CH2:26][C:27]3[CH:32]=[CH:31][CH:30]=[C:29]([F:33])[CH:28]=3)[C:23]3[C:19]([CH:20]=2)=[CH:18][C:17]([F:16])=[CH:25][CH:24]=3)=[O:35])[CH:7]=1, predict the reactants needed to synthesize it. The reactants are: C[Al](C)C.[NH2:5][C:6]1[CH:7]=[N:8][C:9]2[C:14]([CH:15]=1)=[CH:13][CH:12]=[CH:11][CH:10]=2.[F:16][C:17]1[CH:18]=[C:19]2[C:23](=[CH:24][CH:25]=1)[N:22]([CH2:26][C:27]1[CH:32]=[CH:31][CH:30]=[C:29]([F:33])[CH:28]=1)[C:21]([C:34](OCC)=[O:35])=[CH:20]2.Cl. (2) Given the product [C:1]([C:5]1[CH:10]=[CH:9][C:8]([S:11]([NH:14][C:15]2[CH:20]=[C:19]([F:21])[C:18]([Cl:22])=[CH:17][C:16]=2[C:23]2[N:35]([CH3:34])[C:25]([CH2:28][CH2:29][S:30]([CH3:33])(=[O:32])=[O:31])=[N:26][N:27]=2)(=[O:13])=[O:12])=[CH:7][CH:6]=1)([CH3:4])([CH3:3])[CH3:2], predict the reactants needed to synthesize it. The reactants are: [C:1]([C:5]1[CH:10]=[CH:9][C:8]([S:11]([NH:14][C:15]2[CH:20]=[C:19]([F:21])[C:18]([Cl:22])=[CH:17][C:16]=2[C:23]2O[C:25]([CH2:28][CH2:29][S:30]([CH3:33])(=[O:32])=[O:31])=[N:26][N:27]=2)(=[O:13])=[O:12])=[CH:7][CH:6]=1)([CH3:4])([CH3:3])[CH3:2].[CH3:34][NH2:35].CC(O)=O.